From a dataset of TCR-epitope binding with 47,182 pairs between 192 epitopes and 23,139 TCRs. Binary Classification. Given a T-cell receptor sequence (or CDR3 region) and an epitope sequence, predict whether binding occurs between them. (1) The epitope is ILGLPTQTV. The TCR CDR3 sequence is CASSYFAPGGGYEQYF. Result: 1 (the TCR binds to the epitope). (2) The epitope is FLNGSCGSV. The TCR CDR3 sequence is CASSFGGSRYEQYF. Result: 1 (the TCR binds to the epitope). (3) The epitope is TLIGDCATV. The TCR CDR3 sequence is CASSFLGGLDEQFF. Result: 0 (the TCR does not bind to the epitope). (4) The epitope is MLNIPSINV. The TCR CDR3 sequence is CASSQDRELAFF. Result: 1 (the TCR binds to the epitope). (5) The epitope is GPGHKARVL. The TCR CDR3 sequence is CASSPPRGRNTEAFF. Result: 0 (the TCR does not bind to the epitope). (6) Result: 1 (the TCR binds to the epitope). The TCR CDR3 sequence is CASSLGTSFRTDTQYF. The epitope is YVLDHLIVV. (7) The epitope is HLVDFQVTI. The TCR CDR3 sequence is CASSQGTGGRGYTF. Result: 1 (the TCR binds to the epitope).